This data is from Peptide-MHC class II binding affinity with 134,281 pairs from IEDB. The task is: Regression. Given a peptide amino acid sequence and an MHC pseudo amino acid sequence, predict their binding affinity value. This is MHC class II binding data. (1) The peptide sequence is DQTHIKTIAVSVYGA. The MHC is H-2-IAb with pseudo-sequence H-2-IAb. The binding affinity (normalized) is 0.142. (2) The peptide sequence is VFLQTHIFAEVLKDA. The MHC is HLA-DQA10401-DQB10402 with pseudo-sequence HLA-DQA10401-DQB10402. The binding affinity (normalized) is 0.633. (3) The peptide sequence is NDKFTVFEGAFNKAI. The MHC is HLA-DQA10102-DQB10602 with pseudo-sequence HLA-DQA10102-DQB10602. The binding affinity (normalized) is 0.440. (4) The binding affinity (normalized) is 0.163. The MHC is HLA-DQA10101-DQB10501 with pseudo-sequence HLA-DQA10101-DQB10501. The peptide sequence is SEFAYGSFVRTVSLP. (5) The peptide sequence is AEAPAAAAAPEEQVQ. The MHC is HLA-DQA10201-DQB10202 with pseudo-sequence HLA-DQA10201-DQB10202. The binding affinity (normalized) is 0.248. (6) The peptide sequence is LTQYFVQENYLEYRQVPG. The MHC is DRB5_0101 with pseudo-sequence DRB5_0101. The binding affinity (normalized) is 0. (7) The peptide sequence is DAKSTWYGKPTGAGP. The MHC is HLA-DQA10501-DQB10301 with pseudo-sequence HLA-DQA10501-DQB10301. The binding affinity (normalized) is 0.401. (8) The MHC is DRB1_1501 with pseudo-sequence DRB1_1501. The binding affinity (normalized) is 0.587. The peptide sequence is VFVIREPFISCSHLE.